Task: Binary Classification. Given a drug SMILES string, predict its activity (active/inactive) in a high-throughput screening assay against a specified biological target.. Dataset: Serine/threonine kinase 33 screen with 319,792 compounds The drug is Clc1cc(/N=C(\NNc2c(cccc2)C)C(=O)C)ccc1. The result is 0 (inactive).